From a dataset of Full USPTO retrosynthesis dataset with 1.9M reactions from patents (1976-2016). Predict the reactants needed to synthesize the given product. (1) Given the product [Br:17][C:18]1[CH:19]=[CH:20][C:21]([C@@H:24]([N:26]2[CH2:31][CH2:30][C@@:29]([CH2:38][C:39]([CH3:41])=[CH2:40])([C:32]3[CH:33]=[CH:34][CH:35]=[CH:36][CH:37]=3)[O:28][C:27]2=[O:43])[CH3:25])=[CH:22][CH:23]=1, predict the reactants needed to synthesize it. The reactants are: [OH-].COC(NS([N+](CC)(CC)CC)(=O)=O)=O.[Br:17][C:18]1[CH:23]=[CH:22][C:21]([C@@H:24]([N:26]2[CH2:31][CH2:30][C@:29]([CH2:38][C:39](O)([CH3:41])[CH3:40])([C:32]3[CH:37]=[CH:36][CH:35]=[CH:34][CH:33]=3)[O:28][C:27]2=[O:43])[CH3:25])=[CH:20][CH:19]=1. (2) Given the product [Br:23][CH2:15][C:9]1[CH:10]=[C:11]([O:13][CH3:14])[CH:12]=[C:3]([O:2][CH3:1])[C:4]=1[C:5]([O:7][CH3:8])=[O:6], predict the reactants needed to synthesize it. The reactants are: [CH3:1][O:2][C:3]1[CH:12]=[C:11]([O:13][CH3:14])[CH:10]=[C:9]([CH3:15])[C:4]=1[C:5]([O:7][CH3:8])=[O:6].C1C(=O)N([Br:23])C(=O)C1.